This data is from Reaction yield outcomes from USPTO patents with 853,638 reactions. The task is: Predict the reaction yield, written as a fraction of the theoretical maximum amount of product (1.0 means a 100% yield; for example, 0.34 means a 34% yield). The reactants are OC1C2CCCC2CN1C([O-])=O.[BH4-].[Na+].[O:15]=[C:16]1[CH2:30][C@@H:19]2[CH2:20][N:21]([C:23]([O:25][C:26]([CH3:29])([CH3:28])[CH3:27])=[O:24])[CH2:22][C@@H:18]2[CH2:17]1. The catalyst is CO. The product is [OH:15][CH:16]1[CH2:30][C@@H:19]2[CH2:20][N:21]([C:23]([O:25][C:26]([CH3:28])([CH3:27])[CH3:29])=[O:24])[CH2:22][C@@H:18]2[CH2:17]1. The yield is 0.980.